This data is from NCI-60 drug combinations with 297,098 pairs across 59 cell lines. The task is: Regression. Given two drug SMILES strings and cell line genomic features, predict the synergy score measuring deviation from expected non-interaction effect. (1) Drug 1: CC1=C(C(=CC=C1)Cl)NC(=O)C2=CN=C(S2)NC3=CC(=NC(=N3)C)N4CCN(CC4)CCO. Drug 2: C1CNP(=O)(OC1)N(CCCl)CCCl. Cell line: RXF 393. Synergy scores: CSS=6.74, Synergy_ZIP=-0.833, Synergy_Bliss=-1.09, Synergy_Loewe=-96.1, Synergy_HSA=-1.55. (2) Drug 1: CCN(CC)CCNC(=O)C1=C(NC(=C1C)C=C2C3=C(C=CC(=C3)F)NC2=O)C. Drug 2: C1CC(=O)NC(=O)C1N2C(=O)C3=CC=CC=C3C2=O. Cell line: COLO 205. Synergy scores: CSS=10.8, Synergy_ZIP=-6.31, Synergy_Bliss=-8.44, Synergy_Loewe=-0.681, Synergy_HSA=-11.1. (3) Drug 1: CC12CCC(CC1=CCC3C2CCC4(C3CC=C4C5=CN=CC=C5)C)O. Drug 2: CC1=C(C(CCC1)(C)C)C=CC(=CC=CC(=CC(=O)O)C)C. Cell line: OVCAR3. Synergy scores: CSS=3.37, Synergy_ZIP=-0.986, Synergy_Bliss=-2.45, Synergy_Loewe=-10.7, Synergy_HSA=-6.73. (4) Drug 1: CC12CCC3C(C1CCC2O)C(CC4=C3C=CC(=C4)O)CCCCCCCCCS(=O)CCCC(C(F)(F)F)(F)F. Drug 2: CC1C(C(CC(O1)OC2CC(CC3=C2C(=C4C(=C3O)C(=O)C5=C(C4=O)C(=CC=C5)OC)O)(C(=O)CO)O)N)O.Cl. Cell line: HCC-2998. Synergy scores: CSS=43.9, Synergy_ZIP=5.06, Synergy_Bliss=7.14, Synergy_Loewe=1.27, Synergy_HSA=4.11.